Predict the product of the given reaction. From a dataset of Forward reaction prediction with 1.9M reactions from USPTO patents (1976-2016). (1) Given the reactants [CH3:1][Si:2]([CH3:17])([CH3:16])[C:3]1[CH:8]=[CH:7][C:6]([C@@H:9]2[CH2:14][CH2:13][O:12][CH2:11][C@H:10]2[NH2:15])=[CH:5][CH:4]=1.N12CCCN=C1CCCCC2.[CH3:29][CH:30]([S:32](Cl)(=[O:34])=[O:33])[CH3:31], predict the reaction product. The product is: [CH3:1][Si:2]([CH3:17])([CH3:16])[C:3]1[CH:4]=[CH:5][C:6]([C@@H:9]2[CH2:14][CH2:13][O:12][CH2:11][C@H:10]2[NH:15][S:32]([CH:30]([CH3:31])[CH3:29])(=[O:34])=[O:33])=[CH:7][CH:8]=1. (2) Given the reactants [C:1]1([CH:14]=O)[C:6]2[NH:7][C:8]3[C:13]([C:5]=2[CH:4]=[CH:3][N:2]=1)=[CH:12][CH:11]=[CH:10][CH:9]=3.[N:16]1[C:25]2[CH:24]([NH:26][CH2:27][CH2:28][CH2:29][CH2:30][NH:31][C:32](=[O:38])[O:33][C:34]([CH3:37])([CH3:36])[CH3:35])[CH2:23][CH2:22][CH2:21][C:20]=2[CH:19]=[CH:18][CH:17]=1.C(O[BH-](OC(=O)C)OC(=O)C)(=O)C.[Na+].C(=O)(O)[O-].[Na+], predict the reaction product. The product is: [C:1]1([CH2:14][N:26]([CH:24]2[C:25]3[N:16]=[CH:17][CH:18]=[CH:19][C:20]=3[CH2:21][CH2:22][CH2:23]2)[CH2:27][CH2:28][CH2:29][CH2:30][NH:31][C:32](=[O:38])[O:33][C:34]([CH3:37])([CH3:36])[CH3:35])[C:6]2[NH:7][C:8]3[C:13]([C:5]=2[CH:4]=[CH:3][N:2]=1)=[CH:12][CH:11]=[CH:10][CH:9]=3. (3) Given the reactants [C:1]([N:5]1[CH2:26][CH2:25][CH2:24][CH2:23][C:8]2[CH:9]=[C:10]3[C:19]4[CH:18]=[C:17]([Br:20])[C:16]([O:21][CH3:22])=[CH:15][C:14]=4[CH2:13][CH2:12][N:11]3[C:7]=2[C:6]1=[O:27])([CH3:4])([CH3:3])[CH3:2].C1C(=O)N([Br:35])C(=O)C1, predict the reaction product. The product is: [C:1]([N:5]1[CH2:26][CH2:25][CH2:24][CH2:23][C:8]2[C:9]([Br:35])=[C:10]3[C:19]4[CH:18]=[C:17]([Br:20])[C:16]([O:21][CH3:22])=[CH:15][C:14]=4[CH2:13][CH2:12][N:11]3[C:7]=2[C:6]1=[O:27])([CH3:4])([CH3:2])[CH3:3]. (4) Given the reactants [NH2:1][C:2]1[CH:3]=[C:4]([CH:9]=[C:10]([CH3:18])[C:11]=1[NH:12][C:13](=O)[CH2:14][CH2:15][CH3:16])[C:5]([O:7][CH3:8])=[O:6], predict the reaction product. The product is: [CH3:18][C:10]1[C:11]2[N:12]=[C:13]([CH2:14][CH2:15][CH3:16])[NH:1][C:2]=2[CH:3]=[C:4]([C:5]([O:7][CH3:8])=[O:6])[CH:9]=1. (5) Given the reactants [CH:1]1([OH:6])[CH2:5][CH:4]=[CH:3][CH2:2]1.[C:7]1([CH3:17])[CH:12]=[CH:11][C:10]([S:13](Cl)(=[O:15])=[O:14])=[CH:9][CH:8]=1.Cl, predict the reaction product. The product is: [CH:1]1([O:6][S:13]([C:10]2[CH:11]=[CH:12][C:7]([CH3:17])=[CH:8][CH:9]=2)(=[O:15])=[O:14])[CH2:5][CH:4]=[CH:3][CH2:2]1. (6) Given the reactants C[O:2][C:3](=O)[NH2:4].[Cl:6][C:7]1[C:8]([F:16])=[C:9]([CH2:13][CH2:14]N)[CH:10]=[CH:11][CH:12]=1, predict the reaction product. The product is: [Cl:6][C:7]1[C:8]([F:16])=[C:9]2[C:10](=[CH:11][CH:12]=1)[C:3](=[O:2])[NH:4][CH2:14][CH2:13]2. (7) Given the reactants S(Cl)([Cl:3])=O.[C:5]1([N:11]2[C:19]3[CH2:18][CH2:17][CH2:16][CH:15]([CH2:20][CH2:21]O)[C:14]=3[CH:13]=[N:12]2)[CH:10]=[CH:9][CH:8]=[CH:7][CH:6]=1, predict the reaction product. The product is: [Cl:3][CH2:21][CH2:20][CH:15]1[CH2:16][CH2:17][CH2:18][C:19]2[N:11]([C:5]3[CH:10]=[CH:9][CH:8]=[CH:7][CH:6]=3)[N:12]=[CH:13][C:14]1=2.